Predict the reaction yield, written as a fraction of the theoretical maximum amount of product (1.0 means a 100% yield; for example, 0.34 means a 34% yield). From a dataset of Reaction yield outcomes from USPTO patents with 853,638 reactions. (1) The reactants are [NH2:1][C@@H:2]([C@H:5]([O:7][CH3:8])[CH3:6])[CH2:3][OH:4].[Cl:9][C:10]1[N:15]=[C:14](Cl)[CH:13]=[CH:12][N:11]=1.CCN(C(C)C)C(C)C. The catalyst is C(#N)C. The product is [Cl:9][C:10]1[N:15]=[C:14]([NH:1][C@@H:2]([C@H:5]([O:7][CH3:8])[CH3:6])[CH2:3][OH:4])[CH:13]=[CH:12][N:11]=1. The yield is 0.400. (2) The reactants are C1(C)C=CC=CC=1.[F:8][C:9]1[CH:14]=[C:13]([CH3:15])[C:12]([S:16][CH2:17][C:18]([F:21])([F:20])[F:19])=[CH:11][C:10]=1B(O)O.C[N+]1([O-])CC[O:29]CC1.CCCCCC. The catalyst is C(OCC)(=O)C. The product is [F:8][C:9]1[CH:14]=[C:13]([CH3:15])[C:12]([S:16][CH2:17][C:18]([F:21])([F:20])[F:19])=[CH:11][C:10]=1[OH:29]. The yield is 0.890. (3) The reactants are [CH3:1][C@@H:2]1[CH2:7][CH2:6][N:5]([C:8]([O:10][C:11]([CH3:14])([CH3:13])[CH3:12])=[O:9])[CH2:4][C@@H:3]1[C:15]1[N:19]2[C:20]3[CH:26]=[CH:25][N:24](S(C4C=CC(C)=CC=4)(=O)=O)[C:21]=3[N:22]=[CH:23][C:18]2=[CH:17][N:16]=1.[OH-].[Na+]. The catalyst is O1CCOCC1. The product is [C:15]1([C@@H:3]2[C@H:2]([CH3:1])[CH2:7][CH2:6][N:5]([C:8]([O:10][C:11]([CH3:12])([CH3:14])[CH3:13])=[O:9])[CH2:4]2)[N:19]2[C:20]3[CH:26]=[CH:25][NH:24][C:21]=3[N:22]=[CH:23][C:18]2=[CH:17][N:16]=1. The yield is 0.990. (4) The reactants are [CH3:1][O:2][C:3]1[CH:4]=[C:5]2[C:10](=[CH:11][C:12]=1[O:13][CH3:14])[N:9]=[CH:8][N:7]=[C:6]2[O:15][C:16]1[CH:22]=[CH:21][C:19]([NH2:20])=[CH:18][CH:17]=1.Cl[C:24](Cl)([O:26][C:27](=[O:33])OC(Cl)(Cl)Cl)Cl.[CH:35]1(CO)[CH2:37][CH2:36]1.C(=O)(O)[O-].[Na+]. The catalyst is C(Cl)Cl.C(N(CC)CC)C.C1(C)C=CC=CC=1. The product is [CH3:1][O:2][C:3]1[CH:4]=[C:5]2[C:10](=[CH:11][C:12]=1[O:13][CH3:14])[N:9]=[CH:8][N:7]=[C:6]2[O:15][C:16]1[CH:22]=[CH:21][C:19]([NH:20][C:27](=[O:33])[O:26][CH2:24][CH:35]2[CH2:37][CH2:36]2)=[CH:18][CH:17]=1. The yield is 0.750. (5) The reactants are [NH2:1][C:2]1[CH:3]=[C:4]([CH:19]=[CH:20][CH:21]=1)[O:5][C:6]1[CH:7]=[CH:8][C:9]2[N:10]([CH:12]=[C:13]([NH:15][C:16](=[O:18])[CH3:17])[N:14]=2)[N:11]=1.[CH:22]1([C:25](Cl)=[O:26])[CH2:24][CH2:23]1. The catalyst is CN(C)C(=O)C. The product is [C:16]([NH:15][C:13]1[N:14]=[C:9]2[CH:8]=[CH:7][C:6]([O:5][C:4]3[CH:3]=[C:2]([NH:1][C:25]([CH:22]4[CH2:24][CH2:23]4)=[O:26])[CH:21]=[CH:20][CH:19]=3)=[N:11][N:10]2[CH:12]=1)(=[O:18])[CH3:17]. The yield is 0.510. (6) The reactants are [Br:1][C:2]1[C:3]([F:10])=[C:4]([CH:7]=[CH:8][CH:9]=1)[CH:5]=[O:6].[CH3:11][O:12][C:13]1[CH:18]=[CH:17][CH:16]=[CH:15][C:14]=1[Mg]Br. The catalyst is C1COCC1.C(Cl)Cl. The product is [Br:1][C:2]1[C:3]([F:10])=[C:4]([CH:5]([C:14]2[CH:15]=[CH:16][CH:17]=[CH:18][C:13]=2[O:12][CH3:11])[OH:6])[CH:7]=[CH:8][CH:9]=1. The yield is 0.800. (7) The reactants are [CH3:1][N:2]1[CH:6]=[C:5](B2OC(C)(C)C(C)(C)O2)[CH:4]=[N:3]1.Br[C:17]1[CH:18]=[C:19]2[C:24](=[CH:25][CH:26]=1)[N:23]([C:27]1[C:31]3[CH2:32][N:33]([C:36](=[O:38])[CH3:37])[CH2:34][CH2:35][C:30]=3[N:29]([C@H:39]3[CH2:43][CH2:42][O:41][CH2:40]3)[N:28]=1)[CH2:22][CH:21]([O:44][Si:45]([C:48]([CH3:51])([CH3:50])[CH3:49])([CH3:47])[CH3:46])[CH2:20]2.C([O-])([O-])=O.[Na+].[Na+]. The catalyst is O1CCOCC1.O.C1C=CC(P(C2C=CC=CC=2)[C-]2C=CC=C2)=CC=1.C1C=CC(P(C2C=CC=CC=2)[C-]2C=CC=C2)=CC=1.Cl[Pd]Cl.[Fe+2]. The product is [Si:45]([O:44][CH:21]1[CH2:20][C:19]2[C:24](=[CH:25][CH:26]=[C:17]([C:5]3[CH:4]=[N:3][N:2]([CH3:1])[CH:6]=3)[CH:18]=2)[N:23]([C:27]2[C:31]3[CH2:32][N:33]([C:36](=[O:38])[CH3:37])[CH2:34][CH2:35][C:30]=3[N:29]([C@H:39]3[CH2:43][CH2:42][O:41][CH2:40]3)[N:28]=2)[CH2:22]1)([C:48]([CH3:50])([CH3:51])[CH3:49])([CH3:47])[CH3:46]. The yield is 0.620. (8) The reactants are [CH3:1][O:2][C:3]1[C:8]([C:9]2[CH:14]=[CH:13][C:12]([O:15][CH3:16])=[CH:11][CH:10]=2)=[CH:7][C:6]([CH2:17]NC(C2C3C(=CC=CC=3)N=CC=2)C)=[CH:5][CH:4]=1.[CH3:31][N:32]1[C:40]2[C:35](=[C:36]([CH:41]([NH2:43])[CH3:42])[CH:37]=[CH:38][CH:39]=2)[CH2:34][CH2:33]1.COC1C(C2C=CC(OC)=CC=2)=CC(C=O)=CC=1.C([BH3-])#N.[Na+]. No catalyst specified. The product is [CH3:1][O:2][C:3]1[C:8]([C:9]2[CH:14]=[CH:13][C:12]([O:15][CH3:16])=[CH:11][CH:10]=2)=[CH:7][C:6]([CH2:17][NH:43][CH:41]([C:36]2[CH:37]=[CH:38][CH:39]=[C:40]3[C:35]=2[CH2:34][CH2:33][N:32]3[CH3:31])[CH3:42])=[CH:5][CH:4]=1. The yield is 0.550. (9) The reactants are [CH:1]1([C@H:5]([NH:13][C:14]([C:16]2[C:21]([CH3:22])=[C:20](Br)[C:19](=[O:24])[N:18]([C:25]3[CH:30]=[CH:29][CH:28]=[CH:27][CH:26]=3)[C:17]=2[CH3:31])=[O:15])[C:6]2[CH:11]=[CH:10][CH:9]=[C:8]([F:12])[CH:7]=2)[CH2:4][CH2:3][CH2:2]1.C1(P(C2C=CC=CC=2)C2C=CC=CC=2)C=CC=CC=1.C(NCC)C.[CH3:56][Si:57]([C:60]#[CH:61])([CH3:59])[CH3:58]. The catalyst is [Cu]I.Cl[Pd](Cl)([P](C1C=CC=CC=1)(C1C=CC=CC=1)C1C=CC=CC=1)[P](C1C=CC=CC=1)(C1C=CC=CC=1)C1C=CC=CC=1.CN(C)C=O. The product is [CH:1]1([C@H:5]([NH:13][C:14]([C:16]2[C:21]([CH3:22])=[C:20]([C:61]#[C:60][Si:57]([CH3:59])([CH3:58])[CH3:56])[C:19](=[O:24])[N:18]([C:25]3[CH:30]=[CH:29][CH:28]=[CH:27][CH:26]=3)[C:17]=2[CH3:31])=[O:15])[C:6]2[CH:11]=[CH:10][CH:9]=[C:8]([F:12])[CH:7]=2)[CH2:4][CH2:3][CH2:2]1. The yield is 0.530.